Dataset: Reaction yield outcomes from USPTO patents with 853,638 reactions. Task: Predict the reaction yield, written as a fraction of the theoretical maximum amount of product (1.0 means a 100% yield; for example, 0.34 means a 34% yield). (1) The reactants are [H-].[Na+].[CH3:3][C@H:4]1[CH2:9][C@@H:8]([OH:10])[C@H:7]([C:11]([CH3:13])=[CH2:12])[CH2:6][CH2:5]1.Cl[CH2:15][C:16]([OH:18])=[O:17]. No catalyst specified. The product is [CH3:3][C@H:4]1[CH2:9][C@@H:8]([O:10][CH2:15][C:16]([OH:18])=[O:17])[C@H:7]([C:11]([CH3:13])=[CH2:12])[CH2:6][CH2:5]1. The yield is 0.520. (2) The reactants are [N:1]1[C:10]2[C:5](=[CH:6][CH:7]=[CH:8][CH:9]=2)[C:4]([CH2:11][S:12][C:13]2[C:18]([C:19]([OH:21])=O)=[CH:17][CH:16]=[CH:15][N:14]=2)=[CH:3][CH:2]=1.[Cl:22][C:23]1[CH:29]=[CH:28][C:26]([NH2:27])=[CH:25][CH:24]=1.C(N(CC)C(C)C)(C)C.C(OCC)(=O)C. The catalyst is CN(C)C=O. The product is [Cl:22][C:23]1[CH:29]=[CH:28][C:26]([NH:27][C:19]([C:18]2[C:13]([S:12][CH2:11][C:4]3[C:5]4[C:10](=[CH:9][CH:8]=[CH:7][CH:6]=4)[N:1]=[CH:2][CH:3]=3)=[N:14][CH:15]=[CH:16][CH:17]=2)=[O:21])=[CH:25][CH:24]=1. The yield is 0.750.